This data is from Forward reaction prediction with 1.9M reactions from USPTO patents (1976-2016). The task is: Predict the product of the given reaction. Given the reactants C([O:3][C:4]([C:6]1[N:7]([CH2:24][C:25]2[CH:30]=[CH:29][CH:28]=[CH:27][CH:26]=2)[CH:8]=[C:9]2[C:14](=[NH:15])[N:13]([CH2:16][C:17]3[CH:22]=[CH:21][CH:20]=[CH:19][CH:18]=3)[C:12](=[O:23])[NH:11][C:10]=12)=O)C.C[O-].[Na+], predict the reaction product. The product is: [CH2:16]([N:13]1[C:4](=[O:3])[C:6]2[N:7]([CH2:24][C:25]3[CH:30]=[CH:29][CH:28]=[CH:27][CH:26]=3)[CH:8]=[C:9]([C:14]#[N:15])[C:10]=2[NH:11][C:12]1=[O:23])[C:17]1[CH:22]=[CH:21][CH:20]=[CH:19][CH:18]=1.